This data is from Reaction yield outcomes from USPTO patents with 853,638 reactions. The task is: Predict the reaction yield, written as a fraction of the theoretical maximum amount of product (1.0 means a 100% yield; for example, 0.34 means a 34% yield). (1) The reactants are Cl.Cl.Cl.NCCCO[C:9]1[CH:10]=[C:11]([C:24]2[C:29]([Cl:30])=[CH:28][CH:27]=[CH:26][N:25]=2)[CH:12]=[C:13]2[C:17]=1[NH:16][N:15]=[C:14]2[NH:18][C:19]1[S:20][CH:21]=[CH:22][N:23]=1.C=O.[Na].[C:34](=[O:37])([O-])O.[Na+].[CH2:39]([N:41]([CH2:44]C)[CH2:42]C)[CH3:40]. The catalyst is C(OCC)(=O)C.CO. The product is [Cl:30][C:29]1[C:24]([C:11]2[CH:12]=[C:13]3[C:17](=[C:9]([O:37][CH2:34][CH2:40][CH2:39][N:41]([CH3:44])[CH3:42])[CH:10]=2)[NH:16][N:15]=[C:14]3[NH:18][C:19]2[S:20][CH:21]=[CH:22][N:23]=2)=[N:25][CH:26]=[CH:27][CH:28]=1. The yield is 0.310. (2) The reactants are [OH:1][C:2]1[CH:10]=[CH:9][C:8]([C:11]2[N:12]([C:27]([O:29][C:30]([CH3:33])([CH3:32])[CH3:31])=[O:28])[C:13]3[C:18]([CH:19]=2)=[CH:17][C:16]([CH2:20][N:21]2[CH2:26][CH2:25][CH2:24][CH2:23][CH2:22]2)=[CH:15][CH:14]=3)=[C:7]2[C:3]=1[CH2:4][NH:5][C:6]2=[O:34].C(N(CC)CC)C.[Cl:42][C:43]1[CH:48]=[CH:47][CH:46]=[CH:45][C:44]=1[S:49](Cl)(=[O:51])=[O:50]. The catalyst is C(#N)C. The product is [Cl:42][C:43]1[CH:48]=[CH:47][CH:46]=[CH:45][C:44]=1[S:49]([O:1][C:2]1[CH:10]=[CH:9][C:8]([C:11]2[N:12]([C:27]([O:29][C:30]([CH3:31])([CH3:33])[CH3:32])=[O:28])[C:13]3[C:18]([CH:19]=2)=[CH:17][C:16]([CH2:20][N:21]2[CH2:26][CH2:25][CH2:24][CH2:23][CH2:22]2)=[CH:15][CH:14]=3)=[C:7]2[C:3]=1[CH2:4][NH:5][C:6]2=[O:34])(=[O:51])=[O:50]. The yield is 0.750. (3) The reactants are Br[C:2]1[CH:3]=[C:4]([CH3:7])[S:5][CH:6]=1.[CH:8]([C:10]1[CH:15]=[CH:14][CH:13]=[CH:12][C:11]=1B(O)O)=[O:9].C(#N)C.C(=O)([O-])[O-].[Na+].[Na+]. The catalyst is Cl[Pd](Cl)([P](C1C=CC=CC=1)(C1C=CC=CC=1)C1C=CC=CC=1)[P](C1C=CC=CC=1)(C1C=CC=CC=1)C1C=CC=CC=1.C(OCC)(=O)C. The product is [CH3:7][C:4]1[S:5][CH:6]=[C:2]([C:11]2[CH:12]=[CH:13][CH:14]=[CH:15][C:10]=2[CH:8]=[O:9])[CH:3]=1. The yield is 0.810.